Predict the reaction yield, written as a fraction of the theoretical maximum amount of product (1.0 means a 100% yield; for example, 0.34 means a 34% yield). From a dataset of Reaction yield outcomes from USPTO patents with 853,638 reactions. (1) The reactants are CO[C:3]1([O:9][CH3:10])[CH2:8][CH2:7][O:6][CH2:5][CH2:4]1.[C:11]([N+:15]#[C-])(C)(C)C.C(=O)([O-])O.[Na+]. The catalyst is ClCCl.[Ti](Cl)(Cl)(Cl)Cl. The product is [CH3:10][O:9][C:3]1([C:11]#[N:15])[CH2:4][CH2:5][O:6][CH2:7][CH2:8]1. The yield is 0.780. (2) The reactants are [CH2:1]([C:4]1([N:17]([CH2:22][C:23]2[CH:31]=[CH:30][CH:29]=[C:28]3[C:24]=2[CH:25]=[CH:26][N:27]3[S:32]([C:35]2[CH:41]=[CH:40][C:38]([CH3:39])=[CH:37][CH:36]=2)(=[O:34])=[O:33])[C:18](=[O:21])C=C)[CH2:9][CH2:8][N:7]([C:10]([O:12][C:13]([CH3:16])([CH3:15])[CH3:14])=[O:11])[CH2:6][CH2:5]1)[CH:2]=[CH2:3]. The catalyst is ClCCl.Cl[Ru](=C1N(C2C(C)=CC(C)=CC=2C)CCN1C1C(C)=CC(C)=CC=1C)(Cl)(=CC1C=CC=CC=1)[P](C1CCCCC1)(C1CCCCC1)C1CCCCC1. The product is [O:21]=[C:18]1[CH:3]=[CH:2][CH2:1][C:4]2([CH2:9][CH2:8][N:7]([C:10]([O:12][C:13]([CH3:14])([CH3:16])[CH3:15])=[O:11])[CH2:6][CH2:5]2)[N:17]1[CH2:22][C:23]1[CH:31]=[CH:30][CH:29]=[C:28]2[C:24]=1[CH:25]=[CH:26][N:27]2[S:32]([C:35]1[CH:41]=[CH:40][C:38]([CH3:39])=[CH:37][CH:36]=1)(=[O:34])=[O:33]. The yield is 0.840. (3) The reactants are [CH:1]1([OH:9])[CH2:8][CH2:7][CH2:6][CH2:5][CH2:4][CH:3]=[CH:2]1.C([N:13]([CH:16]([CH3:18])[CH3:17])[CH2:14]C)(C)C.[OH:19]N1C2C=CC=CC=2N=N1.NC1C=[CH:34][C:33]([CH:36]([OH:42])[C:37]([O:39][CH2:40][CH3:41])=[O:38])=[CH:32]C=1. The catalyst is C1COCC1. The product is [CH:1]1([O:9][C:14]([NH:13][C:16]2[CH:17]=[CH:34][C:33]([CH:36]([OH:42])[C:37]([O:39][CH2:40][CH3:41])=[O:38])=[CH:32][CH:18]=2)=[O:19])[CH2:8][CH2:7][CH2:6][CH2:5][CH2:4][CH:3]=[CH:2]1. The yield is 0.990. (4) The reactants are [CH:1]1[CH:6]=[C:5]2[C:7](Br)=[CH:8][S:9][C:4]2=[CH:3][CH:2]=1.CN([CH:14]=[O:15])C.C[CH2:17][O:18]CC. No catalyst specified. The product is [S:9]1[C:4]2[CH:3]=[CH:2][CH:1]=[CH:6][C:5]=2[C:7]([CH:17]=[O:18])=[C:8]1[CH:14]=[O:15]. The yield is 0.600.